From a dataset of Catalyst prediction with 721,799 reactions and 888 catalyst types from USPTO. Predict which catalyst facilitates the given reaction. Reactant: [CH2:1]([O:3][C:4](=[CH:10][C:11]1[CH:16]=[CH:15][C:14]([N+:17]([O-:19])=[O:18])=[CH:13][CH:12]=1)[C:5]([O:7]CC)=[O:6])[CH3:2].CN(C=O)C.[OH-].[Na+].Cl. Product: [CH2:1]([O:3][C:4](=[CH:10][C:11]1[CH:12]=[CH:13][C:14]([N+:17]([O-:19])=[O:18])=[CH:15][CH:16]=1)[C:5]([OH:7])=[O:6])[CH3:2]. The catalyst class is: 6.